This data is from Full USPTO retrosynthesis dataset with 1.9M reactions from patents (1976-2016). The task is: Predict the reactants needed to synthesize the given product. (1) Given the product [CH2:13]([C@H:9]1[NH:8][C:6]2[C:5](=[CH:4][CH:3]=[C:2]([F:1])[CH:7]=2)[NH:15][C:10]1=[O:11])[CH3:14], predict the reactants needed to synthesize it. The reactants are: [F:1][C:2]1[CH:3]=[CH:4][C:5]([N+:15]([O-])=O)=[C:6]([NH:8][C@H:9]([CH2:13][CH3:14])[C:10](O)=[O:11])[CH:7]=1.C([C@H]1NC2C(=CC(F)=CC=2)NC1=O)C. (2) Given the product [NH3:4].[CH3:33][OH:34].[OH:39][CH2:38][C:37]([CH3:41])([O:36][C:26]1[CH:25]=[C:24]([F:42])[C:23]([NH:22][C:3]2[N:8]=[C:7]([NH:9][C@@H:10]3[CH2:18][C@H:17]4[N:13]([CH2:14][CH2:15][CH2:16]4)[C:12]([CH3:20])([CH3:19])[CH2:11]3)[C:6]([F:21])=[CH:5][N:4]=2)=[CH:28][C:27]=1[N:29]1[C:33](=[O:34])[N:32]([CH3:35])[N:31]=[N:30]1)[CH3:40], predict the reactants needed to synthesize it. The reactants are: Cl.Cl[C:3]1[N:8]=[C:7]([NH:9][C@@H:10]2[CH2:18][C@H:17]3[N:13]([CH2:14][CH2:15][CH2:16]3)[C:12]([CH3:20])([CH3:19])[CH2:11]2)[C:6]([F:21])=[CH:5][N:4]=1.[NH2:22][C:23]1[C:24]([F:42])=[CH:25][C:26]([O:36][C:37]([CH3:41])([CH3:40])[CH2:38][OH:39])=[C:27]([N:29]2[C:33](=[O:34])[N:32]([CH3:35])[N:31]=[N:30]2)[CH:28]=1.C1C=CC(P(C2C(C3C(P(C4C=CC=CC=4)C4C=CC=CC=4)=CC=C4C=3C=CC=C4)=C3C(C=CC=C3)=CC=2)C2C=CC=CC=2)=CC=1.C([O-])([O-])=O.[Cs+].[Cs+].